The task is: Predict the product of the given reaction.. This data is from Forward reaction prediction with 1.9M reactions from USPTO patents (1976-2016). (1) Given the reactants [Cl:1][C:2]1[CH:3]=[C:4]([CH:6]=[CH:7][CH:8]=1)[NH2:5].N1C=CC=CC=1.[CH2:15]([O:17][CH:18]=[CH:19][C:20](Cl)=[O:21])[CH3:16], predict the reaction product. The product is: [Cl:1][C:2]1[CH:3]=[C:4]([NH:5][C:20](=[O:21])[CH:19]=[CH:18][O:17][CH2:15][CH3:16])[CH:6]=[CH:7][CH:8]=1. (2) Given the reactants [CH3:1][C@@H:2]1[CH2:11][C:10]2[C:5](=[CH:6][CH:7]=[C:8]([CH2:12][CH:13]=O)[CH:9]=2)[C:4](=[O:15])[O:3]1.[C:16]([N:23]1[CH2:28][CH2:27][NH:26][CH2:25][CH2:24]1)([O:18][C:19]([CH3:22])([CH3:21])[CH3:20])=[O:17].C(O[BH-](OC(=O)C)OC(=O)C)(=O)C.[Na+], predict the reaction product. The product is: [CH3:1][C@@H:2]1[CH2:11][C:10]2[C:5](=[CH:6][CH:7]=[C:8]([CH2:12][CH2:13][N:26]3[CH2:25][CH2:24][N:23]([C:16]([O:18][C:19]([CH3:22])([CH3:21])[CH3:20])=[O:17])[CH2:28][CH2:27]3)[CH:9]=2)[C:4](=[O:15])[O:3]1. (3) Given the reactants [CH2:1]([CH:8]([C:14](=O)[CH3:15])[C:9]([O:11]CC)=O)[C:2]1[CH:7]=[CH:6][CH:5]=[CH:4][CH:3]=1.Cl.[C:18](=[NH:23])([NH2:22])[CH2:19][CH2:20][CH3:21].C[O-].[Na+].CO.C(OCC)(=O)C, predict the reaction product. The product is: [CH2:1]([C:8]1[C:9](=[O:11])[NH:23][C:18]([CH2:19][CH2:20][CH3:21])=[N:22][C:14]=1[CH3:15])[C:2]1[CH:3]=[CH:4][CH:5]=[CH:6][CH:7]=1. (4) Given the reactants [CH3:1][O:2][C:3]1[CH:4]=[C:5]2[C:10](=[CH:11][C:12]=1[O:13][CH3:14])[NH:9][CH:8]=[C:7]([C:15]#[N:16])[C:6]2=O.O=P(Cl)(Cl)[Cl:20].C([O-])([O-])=O.[K+].[K+], predict the reaction product. The product is: [Cl:20][C:6]1[C:5]2[C:10](=[CH:11][C:12]([O:13][CH3:14])=[C:3]([O:2][CH3:1])[CH:4]=2)[N:9]=[CH:8][C:7]=1[C:15]#[N:16]. (5) Given the reactants [Si:1]([O:8][CH2:9][CH2:10][CH2:11][O:12][C:13]1[CH:14]=[C:15]([CH:20]=[C:21]([O:35][CH2:36][CH2:37][CH2:38][O:39][Si:40]([C:43]([CH3:46])([CH3:45])[CH3:44])([CH3:42])[CH3:41])[C:22]=1[O:23][CH2:24][CH2:25][CH2:26][O:27][Si:28]([C:31]([CH3:34])([CH3:33])[CH3:32])([CH3:30])[CH3:29])[C:16](OC)=[O:17])([C:4]([CH3:7])([CH3:6])[CH3:5])([CH3:3])[CH3:2].[H-].[H-].[H-].[H-].[Li+].[Al+3], predict the reaction product. The product is: [Si:1]([O:8][CH2:9][CH2:10][CH2:11][O:12][C:13]1[CH:14]=[C:15]([CH:20]=[C:21]([O:35][CH2:36][CH2:37][CH2:38][O:39][Si:40]([C:43]([CH3:46])([CH3:45])[CH3:44])([CH3:41])[CH3:42])[C:22]=1[O:23][CH2:24][CH2:25][CH2:26][O:27][Si:28]([C:31]([CH3:32])([CH3:33])[CH3:34])([CH3:30])[CH3:29])[CH2:16][OH:17])([C:4]([CH3:7])([CH3:5])[CH3:6])([CH3:3])[CH3:2]. (6) Given the reactants [C:1]([N:8]1[CH2:13][CH2:12][CH:11]([C:14]2[CH:19]=[CH:18][C:17]([C:20](O)=[O:21])=[CH:16][CH:15]=2)[CH2:10][CH2:9]1)([O:3][C:4]([CH3:7])([CH3:6])[CH3:5])=[O:2], predict the reaction product. The product is: [C:4]([O:3][C:1]([N:8]1[CH2:13][CH2:12][CH:11]([C:14]2[CH:15]=[CH:16][C:17]([CH2:20][OH:21])=[CH:18][CH:19]=2)[CH2:10][CH2:9]1)=[O:2])([CH3:7])([CH3:5])[CH3:6]. (7) Given the reactants [F:1][C:2]1[CH:3]=[C:4]([C:9]2(/[CH:15]=[CH:16]/[C:17]([O:19]CC)=[O:18])[CH2:14][CH2:13][CH2:12][CH2:11][CH2:10]2)[CH:5]=[CH:6][C:7]=1[F:8].[OH-].[Na+].Cl, predict the reaction product. The product is: [F:1][C:2]1[CH:3]=[C:4]([C:9]2(/[CH:15]=[CH:16]/[C:17]([OH:19])=[O:18])[CH2:14][CH2:13][CH2:12][CH2:11][CH2:10]2)[CH:5]=[CH:6][C:7]=1[F:8]. (8) The product is: [CH:20]1[C:28]2[C:27]3[CH:29]=[CH:30][CH:31]=[CH:32][C:26]=3[S:25][C:24]=2[C:23]([C:33]2[CH:34]=[C:35]([C:2]3[CH:11]=[N:10][C:9]4[C:4](=[C:5]5[CH:19]=[CH:18][CH:17]=[CH:16][C:6]5=[C:7]5[CH:15]=[CH:14][CH:13]=[CH:12][C:8]5=4)[N:3]=3)[CH:36]=[C:37]([C:39]3[C:44]4[S:45][C:46]5[CH:51]=[CH:50][CH:49]=[CH:48][C:47]=5[C:43]=4[CH:42]=[CH:41][CH:40]=3)[CH:38]=2)=[CH:22][CH:21]=1. Given the reactants Cl[C:2]1[CH:11]=[N:10][C:9]2[C:4](=[C:5]3[CH:19]=[CH:18][CH:17]=[CH:16][C:6]3=[C:7]3[CH:15]=[CH:14][CH:13]=[CH:12][C:8]3=2)[N:3]=1.[CH:20]1[C:28]2[C:27]3[CH:29]=[CH:30][CH:31]=[CH:32][C:26]=3[S:25][C:24]=2[C:23]([C:33]2[CH:34]=[C:35](B(O)O)[CH:36]=[C:37]([C:39]3[C:44]4[S:45][C:46]5[CH:51]=[CH:50][CH:49]=[CH:48][C:47]=5[C:43]=4[CH:42]=[CH:41][CH:40]=3)[CH:38]=2)=[CH:22][CH:21]=1.C(=O)([O-])[O-].[K+].[K+].C1(C)C=CC=CC=1, predict the reaction product. (9) Given the reactants [F:1][C:2]1[CH:7]=[CH:6][C:5]([CH2:8][C:9]2[NH:17][C:16]3[C:11](=[N:12][CH:13]=[CH:14][C:15]=3[C:18]([O:20]C)=[O:19])[CH:10]=2)=[CH:4][CH:3]=1, predict the reaction product. The product is: [F:1][C:2]1[CH:3]=[CH:4][C:5]([CH2:8][C:9]2[NH:17][C:16]3[C:11](=[N:12][CH:13]=[CH:14][C:15]=3[C:18]([OH:20])=[O:19])[CH:10]=2)=[CH:6][CH:7]=1. (10) The product is: [Cl:16][C:17]1[CH:42]=[CH:41][C:20]([CH2:21][N:22]([CH3:40])[C:23]([C:25]2([CH3:39])[CH2:28][CH2:27][N:26]2[C:29](=[O:38])[CH2:30][C:31]2[CH:32]=[C:33]([C:1]3[CH:6]=[CH:5][CH:4]=[CH:3][CH:2]=3)[CH:34]=[CH:35][CH:36]=2)=[O:24])=[CH:19][CH:18]=1. Given the reactants [C:1]1(B(O)O)[CH:6]=[CH:5][CH:4]=[CH:3][CH:2]=1.C([O-])([O-])=O.[Na+].[Na+].[Cl:16][C:17]1[CH:42]=[CH:41][C:20]([CH2:21][N:22]([CH3:40])[C:23]([C:25]2([CH3:39])[CH2:28][CH2:27][N:26]2[C:29](=[O:38])[CH2:30][C:31]2[CH:36]=[CH:35][CH:34]=[C:33](I)[CH:32]=2)=[O:24])=[CH:19][CH:18]=1, predict the reaction product.